Task: Predict which catalyst facilitates the given reaction.. Dataset: Catalyst prediction with 721,799 reactions and 888 catalyst types from USPTO (1) Reactant: [OH:1][C:2]([C:5]1[N:6]([CH3:23])[C:7]([C:10]2[S:11][CH:12]=[C:13]([C:15]([N:17]3[CH2:21][CH2:20][CH2:19][C@@H:18]3[CH3:22])=[O:16])[N:14]=2)=[N:8][N:9]=1)([CH3:4])[CH3:3].Br[C:25]1[CH:30]=[CH:29][C:28]([C:31]([OH:40])([C:36]([F:39])([F:38])[F:37])[C:32]([F:35])([F:34])[F:33])=[CH:27][C:26]=1[C:41]([F:44])([F:43])[F:42].CC([O-])=O.[K+]. Product: [F:33][C:32]([F:34])([F:35])[C:31]([C:28]1[CH:29]=[CH:30][C:25]([C:12]2[S:11][C:10]([C:7]3[N:6]([CH3:23])[C:5]([C:2]([OH:1])([CH3:4])[CH3:3])=[N:9][N:8]=3)=[N:14][C:13]=2[C:15]([N:17]2[CH2:21][CH2:20][CH2:19][C@@H:18]2[CH3:22])=[O:16])=[C:26]([C:41]([F:42])([F:43])[F:44])[CH:27]=1)([OH:40])[C:36]([F:39])([F:38])[F:37]. The catalyst class is: 128. (2) Reactant: [Cl:1][C:2]1[CH:3]=[C:4]([CH:7]=[C:8]([O:10][C:11]2[C:16](=[O:17])[NH:15][CH:14]=[N:13][C:12]=2[CH3:18])[CH:9]=1)[C:5]#[N:6].[O:19]=[C:20]1[N:25]([CH:26]2[CH2:31][CH2:30][CH2:29][CH2:28][O:27]2)[N:24]=[C:23]([CH2:32]OS(C2C=CC(C)=CC=2)(=O)=O)[CH:22]=[C:21]1C(F)(F)F.C(=O)([O-])[O-].[K+].[K+]. Product: [Cl:1][C:2]1[CH:3]=[C:4]([CH:7]=[C:8]([O:10][C:11]2[C:16](=[O:17])[N:15]([CH2:32][C:23]3[CH:22]=[CH:21][C:20](=[O:19])[N:25]([CH:26]4[CH2:31][CH2:30][CH2:29][CH2:28][O:27]4)[N:24]=3)[CH:14]=[N:13][C:12]=2[CH3:18])[CH:9]=1)[C:5]#[N:6]. The catalyst class is: 3. (3) Reactant: Br[CH:2]1[CH2:8][CH2:7][CH2:6][C:5]2[CH:9]=[C:10]([N:13]3[CH2:17][C@H:16]([CH2:18][NH:19][C:20](=[O:22])[CH3:21])[O:15][C:14]3=[O:23])[CH:11]=[CH:12][C:4]=2[C:3]1=O.[C:25]([NH2:28])(=[S:27])[CH3:26].C(=O)(O)[O-].[Na+]. Product: [CH3:26][C:25]1[S:27][C:2]2[CH2:8][CH2:7][CH2:6][C:5]3[CH:9]=[C:10]([N:13]4[CH2:17][C@H:16]([CH2:18][NH:19][C:20](=[O:22])[CH3:21])[O:15][C:14]4=[O:23])[CH:11]=[CH:12][C:4]=3[C:3]=2[N:28]=1. The catalyst class is: 8. (4) Reactant: Br[C:2]1[CH:3]=[C:4]([N:8]2[CH2:11][CH:10]([O:12][C:13]3[CH:18]=[CH:17][C:16]([F:19])=[CH:15][CH:14]=3)[CH2:9]2)[CH:5]=[CH:6][CH:7]=1.[NH2:20][C:21]1[CH:22]=[C:23]([CH:28]=[CH:29][CH:30]=1)[C:24]([NH:26][CH3:27])=[O:25].C(=O)([O-])[O-].[Cs+].[Cs+].C1C=CC(P(C2C(C3C(P(C4C=CC=CC=4)C4C=CC=CC=4)=CC=C4C=3C=CC=C4)=C3C(C=CC=C3)=CC=2)C2C=CC=CC=2)=CC=1. Product: [F:19][C:16]1[CH:17]=[CH:18][C:13]([O:12][CH:10]2[CH2:11][N:8]([C:4]3[CH:3]=[C:2]([NH:20][C:21]4[CH:22]=[C:23]([CH:28]=[CH:29][CH:30]=4)[C:24]([NH:26][CH3:27])=[O:25])[CH:7]=[CH:6][CH:5]=3)[CH2:9]2)=[CH:14][CH:15]=1. The catalyst class is: 101. (5) Reactant: [NH:1]1[C:9]2[C:4](=[CH:5][CH:6]=[CH:7][CH:8]=2)[C:3]([CH2:10]N(C)C)=[CH:2]1.[C-:14]#[N:15].[Na+]. Product: [NH:1]1[C:9]2[C:4](=[CH:5][CH:6]=[CH:7][CH:8]=2)[C:3]([CH2:10][C:14]#[N:15])=[CH:2]1. The catalyst class is: 148. (6) The catalyst class is: 5. Product: [Br:1][C:2]1[CH:3]=[C:4]([CH2:10][NH2:11])[CH:5]=[C:6]([O:8][CH3:9])[CH:7]=1. Reactant: [Br:1][C:2]1[CH:3]=[C:4]([CH2:10][N:11]2C(=O)C3C(=CC=CC=3)C2=O)[CH:5]=[C:6]([O:8][CH3:9])[CH:7]=1.NN.O. (7) Reactant: Cl.[NH2:2][C:3]1[C:4]([O:28][CH2:29][CH3:30])=[CH:5][CH:6]=[C:7]2[C:12]=1[CH:11]=[N:10][CH:9]=[C:8]2[C:13]([C:15]1[CH:20]=[C:19]([O:21][CH3:22])[C:18]([O:23][CH2:24][CH3:25])=[C:17]([O:26][CH3:27])[CH:16]=1)=[O:14].[H-].[Na+].CCN(CC)CC.[S:40](Cl)(=[O:43])(=[O:42])[NH2:41].C([O-])([O-])=O.[K+].[K+]. Product: [CH2:29]([O:28][C:4]1[C:3]([NH:2][S:40]([NH2:41])(=[O:43])=[O:42])=[C:12]2[C:7]([C:8]([C:13](=[O:14])[C:15]3[CH:20]=[C:19]([O:21][CH3:22])[C:18]([O:23][CH2:24][CH3:25])=[C:17]([O:26][CH3:27])[CH:16]=3)=[CH:9][N:10]=[CH:11]2)=[CH:6][CH:5]=1)[CH3:30]. The catalyst class is: 2. (8) Reactant: [C-:1]#[N:2].[Na+].CS(O[C@H:9]1[CH2:13][CH2:12][N:11]([C:14]([O:16][C:17]([CH3:20])([CH3:19])[CH3:18])=[O:15])[CH2:10]1)(=O)=O.O. Product: [C:1]([C@@H:9]1[CH2:13][CH2:12][N:11]([C:14]([O:16][C:17]([CH3:20])([CH3:19])[CH3:18])=[O:15])[CH2:10]1)#[N:2]. The catalyst class is: 550. (9) Reactant: C(Cl)(=O)C(Cl)=O.CS(C)=O.[CH2:11]([O:18][C:19](=[O:24])[NH:20][CH2:21][CH2:22][OH:23])[C:12]1[CH:17]=[CH:16][CH:15]=[CH:14][CH:13]=1.C(N(CC)CC)C. Product: [O:23]=[CH:22][CH2:21][NH:20][C:19](=[O:24])[O:18][CH2:11][C:12]1[CH:13]=[CH:14][CH:15]=[CH:16][CH:17]=1. The catalyst class is: 4.